Dataset: Full USPTO retrosynthesis dataset with 1.9M reactions from patents (1976-2016). Task: Predict the reactants needed to synthesize the given product. (1) Given the product [CH3:20][S:21]([C:24]1[CH:32]=[CH:31][C:30]2[CH2:29][C@@H:28]3[O:19][C@@H:27]3[C:26]=2[CH:25]=1)(=[O:22])=[O:23], predict the reactants needed to synthesize it. The reactants are: [O-]Cl.[Na+].C1(CCCC2C=C[N+]([O-:19])=CC=2)C=CC=CC=1.[CH3:20][S:21]([C:24]1[CH:25]=[C:26]2[C:30](=[CH:31][CH:32]=1)[CH2:29][CH:28]=[CH:27]2)(=[O:23])=[O:22]. (2) Given the product [CH3:15][N:16]([C:17]1[CH:22]=[CH:21][CH:20]=[CH:19][CH:18]=1)[C:6]([CH2:5][CH2:4][CH2:3][CH2:2][S:23][C:24]1[N:28]([CH2:29][C:30]([O:32][C:33]([CH3:35])([CH3:36])[CH3:34])=[O:31])[C:27]2[CH:37]=[CH:38][CH:39]=[CH:40][C:26]=2[N:25]=1)=[O:7], predict the reactants needed to synthesize it. The reactants are: Br[CH2:2][CH2:3][CH2:4][CH2:5][C:6](Cl)=[O:7].C([O-])([O-])=O.[K+].[K+].[CH3:15][NH:16][C:17]1[CH:22]=[CH:21][CH:20]=[CH:19][CH:18]=1.[SH:23][C:24]1[N:28]([CH2:29][C:30]([O:32][C:33]([CH3:36])([CH3:35])[CH3:34])=[O:31])[C:27]2[CH:37]=[CH:38][CH:39]=[CH:40][C:26]=2[N:25]=1. (3) Given the product [OH:8][CH2:9][C@@H:10]1[C@H:13]([N:14]2[CH:22]=[N:21][C:20]3[C:15]2=[N:16][CH:17]=[N:18][C:19]=3[NH2:23])[CH2:12][CH2:11]1, predict the reactants needed to synthesize it. The reactants are: C([O:8][CH2:9][C@@H:10]1[C@H:13]([N:14]2[CH:22]=[N:21][C:20]3[C:15]2=[N:16][CH:17]=[N:18][C:19]=3[NH2:23])[CH2:12][CH2:11]1)C1C=CC=CC=1.C1(OC)C=CC=CC=1.[Al+3].[Cl-].[Cl-].[Cl-]. (4) Given the product [F:10][C:11]1[CH:12]=[C:13]([CH:36]=[C:37]([F:39])[CH:38]=1)[CH2:14][C@H:15]([NH:32][C:33](=[O:35])[CH3:34])[C@H:16]([OH:31])[CH2:17][NH:18][CH:19]1[C:28]2[C:23](=[CH:24][CH:25]=[C:26]([CH2:29][CH3:30])[CH:27]=2)[O:22][CH2:21][CH2:20]1, predict the reactants needed to synthesize it. The reactants are: CC(OC)(C)C.C(Cl)Cl.[F:10][C:11]1[CH:12]=[C:13]([CH:36]=[C:37]([F:39])[CH:38]=1)[CH2:14][C@H:15]([NH:32][C:33](=[O:35])[CH3:34])[C@H:16]([OH:31])[CH2:17][NH:18][C@@H:19]1[C:28]2[C:23](=[CH:24][CH:25]=[C:26]([CH2:29][CH3:30])[CH:27]=2)[O:22][CH2:21][CH2:20]1.Cl. (5) Given the product [Br:11][C:4]1[CH:5]=[C:6]2[C:10](=[C:2]([F:1])[CH:3]=1)[NH:9][CH2:8][CH2:7]2, predict the reactants needed to synthesize it. The reactants are: [F:1][C:2]1[CH:3]=[CH:4][CH:5]=[C:6]2[C:10]=1[NH:9][CH2:8][CH2:7]2.[Br:11]N1C(=O)CCC1=O. (6) Given the product [C:1]([O:5][C:6]([N:8]1[CH2:9][CH2:10][C:11]2([C:15](=[O:16])[N:14]([C:20]3[CH:25]=[CH:24][C:23]([Cl:26])=[C:22]([O:27][CH3:28])[CH:21]=3)[CH2:13][CH2:12]2)[CH2:17][CH2:18]1)=[O:7])([CH3:4])([CH3:2])[CH3:3], predict the reactants needed to synthesize it. The reactants are: [C:1]([O:5][C:6]([N:8]1[CH2:18][CH2:17][C:11]2([C:15](=[O:16])[NH:14][CH2:13][CH2:12]2)[CH2:10][CH2:9]1)=[O:7])([CH3:4])([CH3:3])[CH3:2].Br[C:20]1[CH:25]=[CH:24][C:23]([Cl:26])=[C:22]([O:27][CH3:28])[CH:21]=1.CN(C)CCN.C([O-])([O-])=O.[Cs+].[Cs+].